This data is from Full USPTO retrosynthesis dataset with 1.9M reactions from patents (1976-2016). The task is: Predict the reactants needed to synthesize the given product. (1) Given the product [Cl:11][C:10]1[CH:9]=[C:8]([C:12]2[O:16][N:15]=[C:14]([C:17]3[N:18]=[C:19]4[C:24]([Cl:25])=[CH:23][C:22]([C:26]([F:29])([F:28])[F:27])=[CH:21][N:20]4[CH:30]=3)[N:13]=2)[C:7]([Cl:31])=[CH:6][C:5]=1[O:44][CH2:40][CH:41]([OH:42])[CH2:43][OH:36], predict the reactants needed to synthesize it. The reactants are: C(O[C:5]1[C:10]([Cl:11])=[CH:9][C:8]([C:12]2[O:16][N:15]=[C:14]([C:17]3[N:18]=[C:19]4[C:24]([Cl:25])=[CH:23][C:22]([C:26]([F:29])([F:28])[F:27])=[CH:21][N:20]4[CH:30]=3)[N:13]=2)=[C:7]([Cl:31])[CH:6]=1)C=C.C[N+]1([O-])CC[O:36]CC1.[CH3:40][C:41]([CH3:43])=[O:42].[OH2:44]. (2) The reactants are: [CH2:1]([N:4]1[C:12]2[C:7](=[CH:8][CH:9]=[C:10]([C:13]([O:15][CH3:16])=[O:14])[CH:11]=2)[C:6]([CH:17]2[CH2:22][CH2:21][CH2:20][CH2:19][CH2:18]2)=[C:5]1[C:23]1[CH:28]=[CH:27][CH:26]=[CH:25][C:24]=1[CH:29]=[CH2:30])C=C.CCN(CC)CC. Given the product [CH:17]1([C:6]2[C:7]3[CH:8]=[CH:9][C:10]([C:13]([O:15][CH3:16])=[O:14])=[CH:11][C:12]=3[N:4]3[CH2:1][CH:30]=[CH:29][C:24]4[CH:25]=[CH:26][CH:27]=[CH:28][C:23]=4[C:5]=23)[CH2:22][CH2:21][CH2:20][CH2:19][CH2:18]1, predict the reactants needed to synthesize it. (3) Given the product [C:7]([O:11][C:12]([N:14]1[CH2:18][CH2:17][CH2:16][C@H:15]1[C:19]1[C:24]([C:25]([O:27][CH2:28][CH3:29])=[O:26])=[C:23]([C:30]2[N:31]=[N:32][C:33]([C:36]([O:38][CH2:39][CH3:40])=[O:37])=[CH:34][CH:35]=2)[C:22]([C:41]([O:43][CH2:44][CH3:45])=[O:42])=[C:21]([CH2:46][C:47]2[CH:48]=[CH:49][C:50]([F:53])=[CH:51][CH:52]=2)[N:20]=1)=[O:13])([CH3:10])([CH3:8])[CH3:9], predict the reactants needed to synthesize it. The reactants are: N1C=CC=CC1.[C:7]([O:11][C:12]([N:14]1[CH2:18][CH2:17][CH2:16][C@H:15]1[C:19]1[NH:20][C:21]([CH2:46][C:47]2[CH:52]=[CH:51][C:50]([F:53])=[CH:49][CH:48]=2)=[C:22]([C:41]([O:43][CH2:44][CH3:45])=[O:42])[CH:23]([C:30]2[N:31]=[N:32][C:33]([C:36]([O:38][CH2:39][CH3:40])=[O:37])=[CH:34][CH:35]=2)[C:24]=1[C:25]([O:27][CH2:28][CH3:29])=[O:26])=[O:13])([CH3:10])([CH3:9])[CH3:8].[N+]([O-])([O-])=O.[Ce].[NH4+]. (4) Given the product [Cl:3][C:4]1[CH:5]=[C:6]([C:14]2[O:18][N:17]=[C:16]([C:19]3[CH:20]=[C:21]([F:35])[CH:22]=[C:23]4[C:27]=3[N:26]([CH3:37])[CH:25]=[C:24]4[CH2:28][CH2:29][C:30]([OH:32])=[O:31])[N:15]=2)[CH:7]=[CH:8][C:9]=1[O:10][CH:11]([CH3:13])[CH3:12], predict the reactants needed to synthesize it. The reactants are: [OH-].[K+].[Cl:3][C:4]1[CH:5]=[C:6]([C:14]2[O:18][N:17]=[C:16]([C:19]3[CH:20]=[C:21]([F:35])[CH:22]=[C:23]4[C:27]=3[NH:26][CH:25]=[C:24]4[CH2:28][CH2:29][C:30]([O:32]CC)=[O:31])[N:15]=2)[CH:7]=[CH:8][C:9]=1[O:10][CH:11]([CH3:13])[CH3:12].I[CH3:37].[OH-].[Na+].Cl. (5) Given the product [CH:32]1([NH:31][C:26]2[CH:25]=[C:24]([C:13]3[C:14]4[C:19](=[CH:18][CH:17]=[CH:16][CH:15]=4)[N:11]([S:8]([C:5]4[CH:6]=[CH:7][C:2]([CH3:1])=[CH:3][CH:4]=4)(=[O:10])=[O:9])[CH:12]=3)[N:29]=[C:28]([NH2:30])[N:27]=2)[CH2:33][CH2:34][CH2:35][CH2:36][CH2:37]1, predict the reactants needed to synthesize it. The reactants are: [CH3:1][C:2]1[CH:7]=[CH:6][C:5]([S:8]([N:11]2[C:19]3[C:14](=[CH:15][CH:16]=[CH:17][CH:18]=3)[C:13](B(O)O)=[CH:12]2)(=[O:10])=[O:9])=[CH:4][CH:3]=1.Cl[C:24]1[N:29]=[C:28]([NH2:30])[N:27]=[C:26]([NH:31][CH:32]2[CH2:37][CH2:36][CH2:35][CH2:34][CH2:33]2)[CH:25]=1. (6) Given the product [CH2:27]([N:17]([C:18](=[O:26])[C:19]1[CH:24]=[CH:23][CH:22]=[C:21]([Cl:25])[CH:20]=1)[C:15]1[CH:14]=[CH:13][C:12]2[N:8]([CH2:7][C:6]([OH:37])=[O:5])[C:9]([CH2:34][CH2:35][CH3:36])=[N:10][C:11]=2[CH:16]=1)[C:28]1[CH:33]=[CH:32][CH:31]=[CH:30][CH:29]=1, predict the reactants needed to synthesize it. The reactants are: C([O:5][C:6](=[O:37])[CH2:7][N:8]1[C:12]2[CH:13]=[CH:14][C:15]([N:17]([CH2:27][C:28]3[CH:33]=[CH:32][CH:31]=[CH:30][CH:29]=3)[C:18](=[O:26])[C:19]3[CH:24]=[CH:23][CH:22]=[C:21]([Cl:25])[CH:20]=3)=[CH:16][C:11]=2[N:10]=[C:9]1[CH2:34][CH2:35][CH3:36])(C)(C)C.C(O)(C(F)(F)F)=O.